From a dataset of Forward reaction prediction with 1.9M reactions from USPTO patents (1976-2016). Predict the product of the given reaction. (1) Given the reactants Br[C:2]1[CH:3]=[C:4]([S:8]([NH:11][CH:12]([CH2:16][CH2:17][CH3:18])[CH2:13][CH2:14][CH3:15])(=[O:10])=[O:9])[CH:5]=[CH:6][CH:7]=1.[CH2:19]([NH:22][C:23](=[O:28])[C:24]([F:27])([F:26])[F:25])[CH:20]=[CH2:21], predict the reaction product. The product is: [F:25][C:24]([F:27])([F:26])[C:23]([NH:22][CH2:19]/[CH:20]=[CH:21]/[C:2]1[CH:7]=[CH:6][CH:5]=[C:4]([S:8](=[O:10])(=[O:9])[NH:11][CH:12]([CH2:16][CH2:17][CH3:18])[CH2:13][CH2:14][CH3:15])[CH:3]=1)=[O:28]. (2) Given the reactants [F:1][C:2]1[CH:3]=[CH:4][C:5]([N+:20]([O-])=O)=[C:6]([NH:8][C:9]2[S:13][C:12]3[CH:14]=[CH:15][CH:16]=[CH:17][C:11]=3[C:10]=2[C:18]#[N:19])[CH:7]=1.O.O.[Sn](Cl)[Cl:26].Cl, predict the reaction product. The product is: [ClH:26].[F:1][C:2]1[CH:3]=[CH:4][C:5]2[N:20]=[C:18]([NH2:19])[C:10]3[C:11]4[CH:17]=[CH:16][CH:15]=[CH:14][C:12]=4[S:13][C:9]=3[NH:8][C:6]=2[CH:7]=1. (3) Given the reactants [CH3:1][O:2][C:3]1[CH:8]=[C:7]([NH:9][CH2:10][C:11]2[CH:21]=[CH:20][C:14]3[N:15]=[C:16]([S:18][CH3:19])[O:17][C:13]=3[CH:12]=2)[C:6]([NH2:22])=[CH:5][CH:4]=1.[CH2:23](OC(OCC)OCC)C, predict the reaction product. The product is: [CH3:1][O:2][C:3]1[CH:4]=[CH:5][C:6]2[N:22]=[CH:23][N:9]([CH2:10][C:11]3[CH:21]=[CH:20][C:14]4[N:15]=[C:16]([S:18][CH3:19])[O:17][C:13]=4[CH:12]=3)[C:7]=2[CH:8]=1. (4) Given the reactants [CH3:1][O:2][C:3]1[CH:9]=[CH:8][C:6]([NH2:7])=[C:5]([CH3:10])[CH:4]=1.C(N(CC)CC)C.[C:18](OC(=O)C)(=[O:20])[CH3:19].C(O)(=O)CC(CC(O)=O)(C(O)=O)O, predict the reaction product. The product is: [CH3:1][O:2][C:3]1[CH:9]=[CH:8][C:6]([NH:7][C:18](=[O:20])[CH3:19])=[C:5]([CH3:10])[CH:4]=1. (5) Given the reactants CC1(C)C(C)(C)OB([C:9]2[CH2:14][CH2:13][CH:12]([C:15]([F:18])([F:17])[F:16])[CH2:11][CH:10]=2)O1.Cl[C:21]1[N:26]=[CH:25][N:24]=[C:23]([C:27]([O:29][CH3:30])=[O:28])[CH:22]=1.C(Cl)Cl.C([O-])([O-])=O.[K+].[K+], predict the reaction product. The product is: [F:18][C:15]([F:16])([F:17])[CH:12]1[CH2:13][CH2:14][C:9]([C:21]2[N:26]=[CH:25][N:24]=[C:23]([C:27]([O:29][CH3:30])=[O:28])[CH:22]=2)=[CH:10][CH2:11]1. (6) Given the reactants Cl[C:2]1[C:7]([C:8]([O:10][CH2:11][CH3:12])=[O:9])=[C:6]([C:13]2[CH:18]=[CH:17][C:16]([Cl:19])=[CH:15][C:14]=2[Cl:20])[N:5]=[C:4]([C:21]2[CH:26]=[CH:25][CH:24]=[CH:23][CH:22]=2)[N:3]=1.[C:27]1(B(O)O)[CH:32]=[CH:31][CH:30]=[CH:29][CH:28]=1.C([O-])([O-])=O.[Na+].[Na+], predict the reaction product. The product is: [Cl:20][C:14]1[CH:15]=[C:16]([Cl:19])[CH:17]=[CH:18][C:13]=1[C:6]1[C:7]([C:8]([O:10][CH2:11][CH3:12])=[O:9])=[C:2]([C:27]2[CH:32]=[CH:31][CH:30]=[CH:29][CH:28]=2)[N:3]=[C:4]([C:21]2[CH:22]=[CH:23][CH:24]=[CH:25][CH:26]=2)[N:5]=1. (7) The product is: [CH2:20]([O:22][C:23]1[CH:31]=[C:30]2[C:26]([CH:27]=[N:28][NH:29]2)=[CH:25][C:24]=1[NH:32][C:2]1[C:3]2[C:10]3[CH2:11][CH2:12][CH:13]([C:15]([O:17][CH2:18][CH3:19])=[O:16])[CH2:14][C:9]=3[S:8][C:4]=2[N:5]=[CH:6][N:7]=1)[CH3:21]. Given the reactants Cl[C:2]1[C:3]2[C:10]3[CH2:11][CH2:12][CH:13]([C:15]([O:17][CH2:18][CH3:19])=[O:16])[CH2:14][C:9]=3[S:8][C:4]=2[N:5]=[CH:6][N:7]=1.[CH2:20]([O:22][C:23]1[CH:31]=[C:30]2[C:26]([CH:27]=[N:28][NH:29]2)=[CH:25][C:24]=1[NH2:32])[CH3:21], predict the reaction product.